Dataset: Reaction yield outcomes from USPTO patents with 853,638 reactions. Task: Predict the reaction yield, written as a fraction of the theoretical maximum amount of product (1.0 means a 100% yield; for example, 0.34 means a 34% yield). (1) The reactants are [NH2:1][C:2]1[C:7]2[O:8][CH2:9][O:10][C:6]=2[C:5]([C:11]([OH:13])=O)=[CH:4][C:3]=1[Cl:14].C([N:17]1[CH:21]=[CH:20][N:19]=[CH:18]1)([N:17]1[CH:21]=[CH:20][N:19]=[CH:18]1)=O. The catalyst is C(#N)C. The product is [NH2:1][C:2]1[C:7]2[O:8][CH2:9][O:10][C:6]=2[C:5]([C:11]([N:17]2[CH:21]=[CH:20][N:19]=[CH:18]2)=[O:13])=[CH:4][C:3]=1[Cl:14]. The yield is 0.750. (2) The reactants are [Br:1][C:2]1[CH:9]=[CH:8][CH:7]=[C:6]([N:10]2[CH:14]=[CH:13][N:12]([C:15]3[CH:20]=[CH:19][C:18]([CH3:21])=[CH:17][CH:16]=3)[C:11]2=[O:22])[C:3]=1[CH:4]=[O:5].[BH4-].[Na+]. The catalyst is CO. The product is [Br:1][C:2]1[C:3]([CH2:4][OH:5])=[C:6]([N:10]2[CH:14]=[CH:13][N:12]([C:15]3[CH:20]=[CH:19][C:18]([CH3:21])=[CH:17][CH:16]=3)[C:11]2=[O:22])[CH:7]=[CH:8][CH:9]=1. The yield is 0.890. (3) The reactants are [CH2:1]([N:8]1[CH:16]([OH:17])[C:15]2[C:10](=[CH:11][CH:12]=[CH:13][CH:14]=2)[C:9]1=[O:18])[C:2]1[CH:7]=[CH:6][CH:5]=[CH:4][CH:3]=1.[H-].[Na+].Br[CH2:22][C:23]([O:25][CH2:26][CH3:27])=[O:24]. The catalyst is CN(C=O)C. The product is [CH2:26]([O:25][C:23](=[O:24])[CH2:22][O:18][CH:9]1[C:10]2[C:15](=[CH:14][CH:13]=[CH:12][CH:11]=2)[C:16](=[O:17])[N:8]1[CH2:1][C:2]1[CH:3]=[CH:4][CH:5]=[CH:6][CH:7]=1)[CH3:27]. The yield is 0.730. (4) The reactants are [CH3:1][O:2][C:3](=[O:14])[C:4]1[CH:9]=[CH:8][C:7](Cl)=[C:6]([N+:11]([O-:13])=[O:12])[CH:5]=1.[C:15]([O:19][C:20](=[O:29])[NH:21][C:22]1[CH:27]=[CH:26][C:25]([OH:28])=[CH:24][CH:23]=1)([CH3:18])([CH3:17])[CH3:16].C([O-])([O-])=O.[K+].[K+]. The catalyst is CN(C=O)C. The product is [CH3:1][O:2][C:3](=[O:14])[C:4]1[CH:9]=[CH:8][C:7]([O:28][C:25]2[CH:24]=[CH:23][C:22]([NH:21][C:20]([O:19][C:15]([CH3:18])([CH3:17])[CH3:16])=[O:29])=[CH:27][CH:26]=2)=[C:6]([N+:11]([O-:13])=[O:12])[CH:5]=1. The yield is 0.700.